This data is from Full USPTO retrosynthesis dataset with 1.9M reactions from patents (1976-2016). The task is: Predict the reactants needed to synthesize the given product. (1) Given the product [CH3:14][C:10]1([CH3:13])[O:9][C:8]2[CH:15]=[CH:16][C:5]([C@H:3]3[O:4][C:17](=[O:18])[NH:1][CH2:2]3)=[CH:6][C:7]=2[CH2:12][O:11]1, predict the reactants needed to synthesize it. The reactants are: [NH2:1][CH2:2][C@@H:3]([C:5]1[CH:16]=[CH:15][C:8]2[O:9][C:10]([CH3:14])([CH3:13])[O:11][CH2:12][C:7]=2[CH:6]=1)[OH:4].[C:17](N1C=CN=C1)(N1C=CN=C1)=[O:18].C(N(CC)CC)C. (2) Given the product [Cl:1][C:2]1[CH:16]=[N:15][C:5]2[NH:6][C:7]3[CH:8]=[CH:9][CH:10]=[C:11]([OH:13])[C:12]=3[C:4]=2[CH:3]=1, predict the reactants needed to synthesize it. The reactants are: [Cl:1][C:2]1[CH:16]=[N:15][C:5]2[NH:6][C:7]3[CH2:8][CH2:9][CH:10](Br)[C:11](=[O:13])[C:12]=3[C:4]=2[CH:3]=1.[Br-].[Li+].C(=O)([O-])[O-].[Li+].[Li+].CN(C)C=O. (3) Given the product [CH3:41][C:39]([Si:42]([C:63]1[CH:64]=[CH:65][CH:66]=[CH:67][CH:68]=1)([C:69]1[CH:74]=[CH:73][CH:72]=[CH:71][CH:70]=1)[O:43][C:44]1[CH:62]=[CH:61][C:47]2[N:48]([C:51]3[S:55][C:54]([C:56]([O:58][CH3:59])=[O:57])=[C:53]([O:60][CH2:79][C:78]4[CH:81]=[CH:82][CH:83]=[CH:84][C:77]=4[C:76]([F:75])([F:85])[F:86])[CH:52]=3)[CH:49]=[N:50][C:46]=2[CH:45]=1)([CH3:38])[CH3:40].[CH3:4][C:2]([Si:5]([C:26]1[CH:27]=[CH:28][CH:29]=[CH:30][CH:31]=1)([C:32]1[CH:37]=[CH:36][CH:35]=[CH:34][CH:33]=1)[O:6][C:7]1[CH:8]=[CH:9][C:10]2[N:14]=[CH:13][N:12]([C:15]3[S:19][C:18]([C:20]([O:22][CH3:23])=[O:21])=[C:17]([O:24][CH2:79][C:78]4[CH:81]=[CH:82][CH:83]=[CH:84][C:77]=4[C:76]([F:75])([F:85])[F:86])[CH:16]=3)[C:11]=2[CH:25]=1)([CH3:1])[CH3:3], predict the reactants needed to synthesize it. The reactants are: [CH3:1][C:2]([Si:5]([C:32]1[CH:37]=[CH:36][CH:35]=[CH:34][CH:33]=1)([C:26]1[CH:31]=[CH:30][CH:29]=[CH:28][CH:27]=1)[O:6][C:7]1[CH:8]=[CH:9][C:10]2[N:14]=[CH:13][N:12]([C:15]3[S:19][C:18]([C:20]([O:22][CH3:23])=[O:21])=[C:17]([OH:24])[CH:16]=3)[C:11]=2[CH:25]=1)([CH3:4])[CH3:3].[CH3:38][C:39]([Si:42]([C:69]1[CH:74]=[CH:73][CH:72]=[CH:71][CH:70]=1)([C:63]1[CH:68]=[CH:67][CH:66]=[CH:65][CH:64]=1)[O:43][C:44]1[CH:62]=[CH:61][C:47]2[N:48]([C:51]3[S:55][C:54]([C:56]([O:58][CH3:59])=[O:57])=[C:53]([OH:60])[CH:52]=3)[CH:49]=[N:50][C:46]=2[CH:45]=1)([CH3:41])[CH3:40].[F:75][C:76]([F:86])([F:85])[C:77]1[CH:84]=[CH:83][CH:82]=[CH:81][C:78]=1[CH2:79]O.N(C(OC(C)(C)C)=O)=NC(OC(C)(C)C)=O. (4) Given the product [NH2:20][C:15]1[C:14]([N:21]2[CH2:22][CH2:23][O:24][CH2:25][CH2:26]2)=[CH:13][C:12]2[C:17](=[CH:18][CH:19]=[C:10]([C:4]3[C:5]([CH3:9])=[CH:6][CH:7]=[CH:8][C:3]=3[C:2]([C:27]3[CH:32]=[CH:31][CH:30]=[CH:29][C:28]=3[O:33][CH3:34])=[O:35])[CH:11]=2)[N:16]=1, predict the reactants needed to synthesize it. The reactants are: N=[C:2]([C:27]1[CH:32]=[CH:31][CH:30]=[CH:29][C:28]=1[O:33][CH3:34])[C:3]1[CH:8]=[CH:7][CH:6]=[C:5]([CH3:9])[C:4]=1[C:10]1[CH:11]=[C:12]2[C:17](=[CH:18][CH:19]=1)[N:16]=[C:15]([NH2:20])[C:14]([N:21]1[CH2:26][CH2:25][O:24][CH2:23][CH2:22]1)=[CH:13]2.[OH-:35].[Na+].